From a dataset of Full USPTO retrosynthesis dataset with 1.9M reactions from patents (1976-2016). Predict the reactants needed to synthesize the given product. (1) Given the product [C:3]([O:7][C:8]([NH:10][C@H:11]1[C:15]2([CH2:17][CH2:16]2)[CH2:14][N:13]([C:18]2[C:28]([F:29])=[CH:27][C:21]([C:22]([OH:24])=[O:23])=[C:20]([F:30])[C:19]=2[O:31][CH3:32])[CH2:12]1)=[O:9])([CH3:6])([CH3:5])[CH3:4], predict the reactants needed to synthesize it. The reactants are: [OH-].[K+].[C:3]([O:7][C:8]([NH:10][C@H:11]1[C:15]2([CH2:17][CH2:16]2)[CH2:14][N:13]([C:18]2[C:28]([F:29])=[CH:27][C:21]([C:22]([O:24]CC)=[O:23])=[C:20]([F:30])[C:19]=2[O:31][CH3:32])[CH2:12]1)=[O:9])([CH3:6])([CH3:5])[CH3:4].Cl. (2) Given the product [C:21]([C@H:7]1[CH2:6][N:5]([C:14]([O:16][C:17]([CH3:20])([CH3:19])[CH3:18])=[O:15])[C@@H:4]([CH2:3][O:2][CH3:1])[CH2:8]1)#[N:22], predict the reactants needed to synthesize it. The reactants are: [CH3:1][O:2][CH2:3][C@H:4]1[CH2:8][C@H:7](OS(C)(=O)=O)[CH2:6][N:5]1[C:14]([O:16][C:17]([CH3:20])([CH3:19])[CH3:18])=[O:15].[CH3:21][N:22](C=O)C. (3) Given the product [CH3:35][C:29]1[C:30]([CH3:34])=[CH:31][CH:32]=[CH:33][C:28]=1[O:27][CH2:26][CH2:25][CH2:24][C:23]([N:18]1[C:19]2[C:14](=[C:13]([C:11]3[CH:10]=[N:9][N:8]([CH2:7][C:39]4[CH:30]=[C:29]([CH:35]=[CH:41][CH:40]=4)[C:28]([NH:43][CH2:44][CH2:45][NH:46][C:47](=[O:53])[O:48][C:49]([CH3:50])([CH3:52])[CH3:51])=[O:27])[CH:12]=3)[CH:22]=[CH:21][CH:20]=2)[CH2:15][CH2:16][CH2:17]1)=[O:36], predict the reactants needed to synthesize it. The reactants are: C(CCNC(=O)[CH2:7][N:8]1[CH:12]=[C:11]([C:13]2[CH:22]=[CH:21][CH:20]=[C:19]3[C:14]=2[CH2:15][CH2:16][CH2:17][N:18]3[C:23](=[O:36])[CH2:24][CH2:25][CH2:26][O:27][C:28]2[CH:33]=[CH:32][CH:31]=[C:30]([CH3:34])[C:29]=2[CH3:35])[CH:10]=[N:9]1)#N.N[CH2:39][CH2:40][C:41]#N.[NH2:43][CH2:44][CH2:45][NH:46][C:47](=[O:53])[O:48][C:49]([CH3:52])([CH3:51])[CH3:50].